Dataset: NCI-60 drug combinations with 297,098 pairs across 59 cell lines. Task: Regression. Given two drug SMILES strings and cell line genomic features, predict the synergy score measuring deviation from expected non-interaction effect. (1) Drug 1: C1C(C(OC1N2C=C(C(=O)NC2=O)F)CO)O. Drug 2: C1=CN(C=N1)CC(O)(P(=O)(O)O)P(=O)(O)O. Cell line: SF-539. Synergy scores: CSS=21.2, Synergy_ZIP=3.38, Synergy_Bliss=6.42, Synergy_Loewe=-24.4, Synergy_HSA=1.15. (2) Drug 1: C1C(C(OC1N2C=NC(=NC2=O)N)CO)O. Drug 2: CC1CCCC2(C(O2)CC(NC(=O)CC(C(C(=O)C(C1O)C)(C)C)O)C(=CC3=CSC(=N3)C)C)C. Cell line: PC-3. Synergy scores: CSS=52.2, Synergy_ZIP=1.37, Synergy_Bliss=-0.232, Synergy_Loewe=2.50, Synergy_HSA=2.61. (3) Drug 1: CN1C(=O)N2C=NC(=C2N=N1)C(=O)N. Drug 2: C1CN(CCN1C(=O)CCBr)C(=O)CCBr. Cell line: KM12. Synergy scores: CSS=4.25, Synergy_ZIP=1.39, Synergy_Bliss=0.971, Synergy_Loewe=-6.01, Synergy_HSA=-1.43. (4) Drug 1: C1CCC(C1)C(CC#N)N2C=C(C=N2)C3=C4C=CNC4=NC=N3. Drug 2: C(CN)CNCCSP(=O)(O)O. Cell line: OVCAR3. Synergy scores: CSS=-5.97, Synergy_ZIP=4.50, Synergy_Bliss=4.23, Synergy_Loewe=-1.39, Synergy_HSA=-2.42.